From a dataset of Forward reaction prediction with 1.9M reactions from USPTO patents (1976-2016). Predict the product of the given reaction. (1) Given the reactants Br[C:2]1[C:10]2[N:9]3[CH2:11][CH2:12][NH:13][C:14](=[O:15])[C:8]3=[C:7]([CH3:16])[C:6]=2[CH:5]=[C:4]([C:17]#[N:18])[CH:3]=1.[F:19][C:20]1[CH:25]=[CH:24][C:23](B(O)O)=[CH:22][C:21]=1[CH3:29], predict the reaction product. The product is: [F:19][C:20]1[CH:25]=[CH:24][C:23]([C:2]2[C:10]3[N:9]4[CH2:11][CH2:12][NH:13][C:14](=[O:15])[C:8]4=[C:7]([CH3:16])[C:6]=3[CH:5]=[C:4]([C:17]#[N:18])[CH:3]=2)=[CH:22][C:21]=1[CH3:29]. (2) Given the reactants [NH2:1][C:2]1[CH:9]=[CH:8][C:5]([C:6]#[N:7])=[CH:4][C:3]=1[F:10].[I:11]Cl, predict the reaction product. The product is: [NH2:1][C:2]1[C:9]([I:11])=[CH:8][C:5]([C:6]#[N:7])=[CH:4][C:3]=1[F:10]. (3) Given the reactants [CH3:1][O:2][C:3](=[O:57])[C:4]1[CH:9]=[CH:8][C:7]([CH2:10][O:11][C:12]2[C:17]([C:18]3[CH:23]=[CH:22][CH:21]=[C:20]([C:24]([F:27])([F:26])[F:25])[CH:19]=3)=[CH:16][C:15]([C:28](=[O:44])[NH:29][CH2:30][CH2:31][CH2:32][CH2:33][CH2:34][CH2:35][CH2:36][CH2:37][C:38]3[CH:43]=[CH:42][CH:41]=[CH:40][CH:39]=3)=[CH:14][C:13]=2[C:45]2[CH:50]=[CH:49][CH:48]=[C:47]([C:51]([F:54])([F:53])[F:52])[CH:46]=2)=[CH:6][C:5]=1[O:55]C.B(Br)(Br)Br, predict the reaction product. The product is: [CH3:1][O:2][C:3](=[O:57])[C:4]1[CH:9]=[CH:8][C:7]([CH2:10][O:11][C:12]2[C:13]([C:45]3[CH:50]=[CH:49][CH:48]=[C:47]([C:51]([F:54])([F:53])[F:52])[CH:46]=3)=[CH:14][C:15]([C:28](=[O:44])[NH:29][CH2:30][CH2:31][CH2:32][CH2:33][CH2:34][CH2:35][CH2:36][CH2:37][C:38]3[CH:43]=[CH:42][CH:41]=[CH:40][CH:39]=3)=[CH:16][C:17]=2[C:18]2[CH:23]=[CH:22][CH:21]=[C:20]([C:24]([F:27])([F:26])[F:25])[CH:19]=2)=[CH:6][C:5]=1[OH:55]. (4) Given the reactants [Br:1][C:2]1[CH:3]=[N:4][C:5]2[N:6]([N:8]=[C:9]([C:11]([OH:13])=O)[CH:10]=2)[CH:7]=1.[CH2:14]([O:16][C:17]([C:19]1[N:23]2[CH2:24][CH2:25][NH:26][CH2:27][C:22]2=[N:21][N:20]=1)=[O:18])[CH3:15], predict the reaction product. The product is: [CH2:14]([O:16][C:17]([C:19]1[N:23]2[CH2:24][CH2:25][N:26]([C:11]([C:9]3[CH:10]=[C:5]4[N:4]=[CH:3][C:2]([Br:1])=[CH:7][N:6]4[N:8]=3)=[O:13])[CH2:27][C:22]2=[N:21][N:20]=1)=[O:18])[CH3:15]. (5) The product is: [C:5]1([B:8]([OH:11])[OH:7])[C:18]2[CH:17]=[CH:5][C:4]3[C:3](=[CH:4][CH:5]=[CH:2][CH:3]=3)[C:2]=2[CH:2]=[CH:3][CH:4]=1. Given the reactants [Li][CH2:2][CH2:3][CH2:4][CH3:5].C[O:7][B:8]([O:11]C)OC.Cl.C(O[CH2:17][CH3:18])C, predict the reaction product.